This data is from Catalyst prediction with 721,799 reactions and 888 catalyst types from USPTO. The task is: Predict which catalyst facilitates the given reaction. Reactant: [OH:1][S:2]([OH:5])(=[O:4])=[O:3].C(O)(=O)C.[CH3:10][O:11][C:12]([C@@H:14]([N:22]1[CH2:30][C:26]2[CH:27]=[CH:28][S:29][C:25]=2[CH2:24][CH2:23]1)[C:15]1[CH:16]=[CH:17][CH:18]=[CH:19][C:20]=1[Cl:21])=[O:13]. Product: [CH3:10][O:11][C:12]([C@@H:14]([N:22]1[CH2:30][C:26]2[CH:27]=[CH:28][S:29][C:25]=2[CH2:24][CH2:23]1)[C:15]1[C:20]([Cl:21])=[CH:19][CH:18]=[CH:17][CH:16]=1)=[O:13].[OH:4][S:2]([OH:5])(=[O:3])=[O:1]. The catalyst class is: 237.